This data is from Forward reaction prediction with 1.9M reactions from USPTO patents (1976-2016). The task is: Predict the product of the given reaction. (1) Given the reactants O1[CH:5]=[N:4][N:3]=[C:2]1[C:6]1[CH:14]=[CH:13][C:9]2[N:10]=[CH:11][NH:12][C:8]=2[CH:7]=1.[Cl:15][C:16]1[CH:23]=[CH:22][CH:21]=[CH:20][C:17]=1[CH2:18][NH2:19], predict the reaction product. The product is: [Cl:15][C:16]1[CH:23]=[CH:22][CH:21]=[CH:20][C:17]=1[CH2:18][N:19]1[CH:5]=[N:4][N:3]=[C:2]1[C:6]1[CH:14]=[CH:13][C:9]2[NH:10][CH:11]=[N:12][C:8]=2[CH:7]=1. (2) The product is: [CH3:61][C@@H:60]([NH:59][C:57](=[O:58])[O:56][C:53]([CH3:55])([CH3:54])[CH3:52])[C:62]([NH:18][C:15]1[CH:14]=[CH:13][C:12]([O:11][C:7]2[C:6]3[C:2]([CH3:1])=[N:3][O:4][C:5]=3[CH:10]=[CH:9][CH:8]=2)=[CH:17][CH:16]=1)=[O:63]. Given the reactants [CH3:1][C:2]1[C:6]2[C:7]([O:11][C:12]3[CH:17]=[CH:16][C:15]([NH2:18])=[CH:14][CH:13]=3)=[CH:8][CH:9]=[CH:10][C:5]=2[O:4][N:3]=1.CCN(C(C)C)C(C)C.CN(C(ON1N=NC2C=CC=NC1=2)=[N+](C)C)C.F[P-](F)(F)(F)(F)F.[CH3:52][C:53]([O:56][C:57]([NH:59][C@@H:60]([C:62](O)=[O:63])[CH3:61])=[O:58])([CH3:55])[CH3:54], predict the reaction product. (3) The product is: [C:5]1([CH3:16])[CH:6]=[CH:1][C:2]([C:7]2[NH:8][N:14]=[N:13][N:12]=2)=[CH:3][CH:4]=1. Given the reactants [C:1]1(C)[C:2]([C:7]#[N:8])=[CH:3][CH:4]=[CH:5][CH:6]=1.[NH4+].[Cl-].[N-:12]=[N+:13]=[N-:14].[Na+].[CH3:16]N(C=O)C, predict the reaction product. (4) Given the reactants [Mg].Br[C:3]1[C:11]2[CH:10]=[CH:9][S:8][C:7]=2[CH:6]=[CH:5][CH:4]=1.II.BrC1SC2C=CC=CC=2C=1.[Cl:24][CH2:25][C:26](N(OC)C)=[O:27].[Cl-].[NH4+], predict the reaction product. The product is: [S:8]1[CH:9]=[CH:10][C:11]2[C:3]([C:26](=[O:27])[CH2:25][Cl:24])=[CH:4][CH:5]=[CH:6][C:7]1=2. (5) The product is: [CH2:2]=[C:3]([CH:6]([CH3:14])[CH2:7][CH:8]([CH3:13])[CH2:9][CH:10]([CH3:12])[CH3:11])[C:4]#[N:5]. Given the reactants O[CH2:2][CH:3]([CH:6]([CH3:14])[CH2:7][CH:8]([CH3:13])[CH2:9][CH:10]([CH3:12])[CH3:11])[C:4]#[N:5].N12CCCN=C1CCCCC2.FC(F)(F)C(OC(=O)C(F)(F)F)=O, predict the reaction product. (6) Given the reactants [N:1]1([CH2:6][C:7]2[N:11]3[CH2:12][CH2:13][O:14][C:15]4[CH:20]=[CH:19][C:18](Br)=[CH:17][C:16]=4[C:10]3=[N:9][C:8]=2[C:22]([NH2:24])=[O:23])[CH:5]=[CH:4][CH:3]=[N:2]1.N1C(C(N)=O)=CN2C=1C1C=CC=CC=1OCC2.N1C=CC=N1.[CH3:47][C:48]([OH:52])([C:50]#[CH:51])[CH3:49], predict the reaction product. The product is: [N:1]1([CH2:6][C:7]2[N:11]3[CH2:12][CH2:13][O:14][C:15]4[CH:20]=[CH:19][C:18]([C:51]#[C:50][C:48]([OH:52])([CH3:49])[CH3:47])=[CH:17][C:16]=4[C:10]3=[N:9][C:8]=2[C:22]([NH2:24])=[O:23])[CH:5]=[CH:4][CH:3]=[N:2]1. (7) Given the reactants [CH2:1]([O:8][C:9]1[CH:14]=[C:13]([O:15][CH2:16][C:17]2[CH:22]=[CH:21][CH:20]=[CH:19][CH:18]=2)[C:12]([CH:23]([CH3:25])[CH3:24])=[CH:11][C:10]=1[C:26]1[O:30][N:29]=[C:28]([C:31]([NH:33][CH2:34][CH3:35])=[O:32])[C:27]=1[C:36]1[NH:40][N:39]=[N:38][N:37]=1)[C:2]1[CH:7]=[CH:6][CH:5]=[CH:4][CH:3]=1.I[CH2:42][CH3:43], predict the reaction product. The product is: [CH2:1]([O:8][C:9]1[CH:14]=[C:13]([O:15][CH2:16][C:17]2[CH:18]=[CH:19][CH:20]=[CH:21][CH:22]=2)[C:12]([CH:23]([CH3:25])[CH3:24])=[CH:11][C:10]=1[C:26]1[O:30][N:29]=[C:28]([C:31]([NH:33][CH2:34][CH3:35])=[O:32])[C:27]=1[C:36]1[N:37]=[N:38][N:39]([CH2:42][CH3:43])[N:40]=1)[C:2]1[CH:7]=[CH:6][CH:5]=[CH:4][CH:3]=1.